Dataset: Peptide-MHC class I binding affinity with 185,985 pairs from IEDB/IMGT. Task: Regression. Given a peptide amino acid sequence and an MHC pseudo amino acid sequence, predict their binding affinity value. This is MHC class I binding data. (1) The peptide sequence is ELGKKKTPR. The MHC is HLA-A33:01 with pseudo-sequence HLA-A33:01. The binding affinity (normalized) is 0.561. (2) The peptide sequence is FISTPPLVR. The MHC is Mamu-B6601 with pseudo-sequence Mamu-B6601. The binding affinity (normalized) is 0.344. (3) The peptide sequence is IFRRDQIWF. The MHC is HLA-A68:02 with pseudo-sequence HLA-A68:02. The binding affinity (normalized) is 0.519. (4) The peptide sequence is LARVGRERL. The MHC is HLA-B07:02 with pseudo-sequence HLA-B07:02. The binding affinity (normalized) is 0.473. (5) The peptide sequence is YALPSAGAF. The MHC is HLA-C07:02 with pseudo-sequence HLA-C07:02. The binding affinity (normalized) is 0.445. (6) The peptide sequence is HMYISKKAK. The MHC is HLA-A03:01 with pseudo-sequence HLA-A03:01. The binding affinity (normalized) is 0.913. (7) The MHC is HLA-A01:01 with pseudo-sequence HLA-A01:01. The binding affinity (normalized) is 0.589. The peptide sequence is LSFKELLVY. (8) The peptide sequence is FTLINWRSV. The MHC is HLA-B51:01 with pseudo-sequence HLA-B51:01. The binding affinity (normalized) is 0.213. (9) The peptide sequence is KTKDYVNGL. The MHC is Patr-A0101 with pseudo-sequence Patr-A0101. The binding affinity (normalized) is 0. (10) The peptide sequence is SVPAAIMMI. The MHC is Mamu-A02 with pseudo-sequence Mamu-A02. The binding affinity (normalized) is 0.